Dataset: Full USPTO retrosynthesis dataset with 1.9M reactions from patents (1976-2016). Task: Predict the reactants needed to synthesize the given product. (1) Given the product [CH3:7][N:8]1[C:9]([CH3:10])=[N:29][N:28]=[C:20]1[C:21]1[CH:26]=[CH:25][N:24]=[CH:23][CH:22]=1, predict the reactants needed to synthesize it. The reactants are: C(Cl)(=O)C(Cl)=O.[CH3:7][NH:8][C:9](=O)[CH3:10].N1C(C)=CC=CC=1C.[C:20]([NH:28][NH2:29])(=O)[C:21]1[CH:26]=[CH:25][N:24]=[CH:23][CH:22]=1. (2) Given the product [F:14][C:11]1[CH:12]=[CH:13][C:8]([C:5]2[CH:6]=[CH:7][C:2]([N:25]3[CH2:24][CH2:23][N:22]([C:20]([O:19][C:15]([CH3:18])([CH3:17])[CH3:16])=[O:21])[CH2:27][CH2:26]3)=[CH:3][CH:4]=2)=[CH:9][CH:10]=1, predict the reactants needed to synthesize it. The reactants are: Br[C:2]1[CH:7]=[CH:6][C:5]([C:8]2[CH:13]=[CH:12][C:11]([F:14])=[CH:10][CH:9]=2)=[CH:4][CH:3]=1.[C:15]([O:19][C:20]([N:22]1[CH2:27][CH2:26][NH:25][CH2:24][CH2:23]1)=[O:21])([CH3:18])([CH3:17])[CH3:16].CC(C)([O-])C.[Na+].C1(C)C=CC=CC=1. (3) Given the product [C:15]([C:13]1[CH:12]=[C:11]([NH:19][S:20]([CH3:23])(=[O:22])=[O:21])[CH:10]=[C:9]([NH:8][C:62]([NH:61][C:54]2[C:55]3[C:60](=[CH:59][CH:58]=[CH:57][CH:56]=3)[C:51]([O:50][C:48]3[CH:47]=[CH:46][N:45]=[C:44]([NH:43][C:28]4[CH:29]=[C:30]([O:32][CH2:33][CH2:34][O:35][CH2:36][CH2:37][O:38][CH2:39][CH2:40][O:41][CH3:42])[CH:31]=[C:26]([O:25][CH3:24])[CH:27]=4)[N:49]=3)=[CH:52][CH:53]=2)=[O:63])[CH:14]=1)([CH3:16])([CH3:17])[CH3:18], predict the reactants needed to synthesize it. The reactants are: C(N(CC)CC)C.[NH2:8][C:9]1[CH:10]=[C:11]([NH:19][S:20]([CH3:23])(=[O:22])=[O:21])[CH:12]=[C:13]([C:15]([CH3:18])([CH3:17])[CH3:16])[CH:14]=1.[CH3:24][O:25][C:26]1[CH:27]=[C:28]([NH:43][C:44]2[N:49]=[C:48]([O:50][C:51]3[C:60]4[C:55](=[CH:56][CH:57]=[CH:58][CH:59]=4)[C:54]([NH:61][C:62](=O)[O:63]C4C=CC=CC=4)=[CH:53][CH:52]=3)[CH:47]=[CH:46][N:45]=2)[CH:29]=[C:30]([O:32][CH2:33][CH2:34][O:35][CH2:36][CH2:37][O:38][CH2:39][CH2:40][O:41][CH3:42])[CH:31]=1. (4) Given the product [CH:24]1([N:21]2[CH2:22][CH2:23][C:17]3[CH:16]=[C:15]([O:14][CH:11]4[CH2:12][CH2:13][NH:8][CH2:9][CH2:10]4)[CH:30]=[CH:29][C:18]=3[CH2:19][CH2:20]2)[CH2:28][CH2:27][CH2:26][CH2:25]1, predict the reactants needed to synthesize it. The reactants are: C(OC([N:8]1[CH2:13][CH2:12][CH:11]([O:14][C:15]2[CH:30]=[CH:29][C:18]3[CH2:19][CH2:20][N:21]([CH:24]4[CH2:28][CH2:27][CH2:26][CH2:25]4)[CH2:22][CH2:23][C:17]=3[CH:16]=2)[CH2:10][CH2:9]1)=O)(C)(C)C.FC(F)(F)C(O)=O. (5) Given the product [F:41][C@H:35]1[C@@:36]([CH3:40])([OH:39])[CH2:37][CH2:38][N:33]([C:29]2[N:28]=[C:27]([NH:26][C:2]3[N:7]=[CH:6][C:5]4[N:8]=[C:9]([C@H:17]([OH:19])[CH3:18])[N:10]([C@@H:11]([CH3:16])[C:12]([F:13])([F:15])[F:14])[C:4]=4[CH:3]=3)[CH:32]=[CH:31][N:30]=2)[CH2:34]1, predict the reactants needed to synthesize it. The reactants are: Cl[C:2]1[N:7]=[CH:6][C:5]2[N:8]=[C:9]([C@H:17]([O:19]C3CCCCO3)[CH3:18])[N:10]([C@@H:11]([CH3:16])[C:12]([F:15])([F:14])[F:13])[C:4]=2[CH:3]=1.[NH2:26][C:27]1[CH:32]=[CH:31][N:30]=[C:29]([N:33]2[CH2:38][CH2:37][C@:36]([CH3:40])([OH:39])[C@H:35]([F:41])[CH2:34]2)[N:28]=1. (6) Given the product [F:29][C:23]1[CH:24]=[C:25]([F:28])[CH:26]=[CH:27][C:22]=1[C:18]1[CH:19]=[CH:20][CH:21]=[C:16]([N:12]2[CH2:11][CH2:10][C:9]([CH2:8][CH2:7][NH:6][C:1](=[O:3])[CH3:2])([C:30]3[CH:31]=[CH:32][CH:33]=[CH:34][CH:35]=3)[O:14][C:13]2=[O:15])[CH:17]=1, predict the reactants needed to synthesize it. The reactants are: [C:1]([O-])(=[O:3])[CH3:2].[Na+].[NH2:6][CH2:7][CH2:8][C:9]1([C:30]2[CH:35]=[CH:34][CH:33]=[CH:32][CH:31]=2)[O:14][C:13](=[O:15])[N:12]([C:16]2[CH:17]=[C:18]([C:22]3[CH:27]=[CH:26][C:25]([F:28])=[CH:24][C:23]=3[F:29])[CH:19]=[CH:20][CH:21]=2)[CH2:11][CH2:10]1. (7) Given the product [F:24][C:17]1[CH:16]=[C:15]([CH:25]([NH:27][C:28]([C:30]2[N:31]=[C:32]([O:3][C:2]3[CH:1]=[C:8]([CH:9]([CH3:11])[CH3:10])[CH:7]=[CH:6][C:4]=3[CH3:5])[O:33][CH:34]=2)=[O:29])[CH3:26])[CH:14]=[C:13]([F:12])[C:18]=1[NH:19][S:20]([CH3:23])(=[O:22])=[O:21], predict the reactants needed to synthesize it. The reactants are: [CH:1]1[C:8]([CH:9]([CH3:11])[CH3:10])=[CH:7][CH:6]=[C:4]([CH3:5])[C:2]=1[OH:3].[F:12][C:13]1[CH:14]=[C:15]([CH:25]([NH:27][C:28]([C:30]2[N:31]=[C:32](Cl)[O:33][CH:34]=2)=[O:29])[CH3:26])[CH:16]=[C:17]([F:24])[C:18]=1[NH:19][S:20]([CH3:23])(=[O:22])=[O:21].C([O-])([O-])=O.[K+].[K+]. (8) Given the product [C:8]1([P:7]([CH2:21][N:22]2[CH:26]=[CH:25][CH:24]=[N:23]2)[C:1]2[CH:2]=[CH:3][CH:4]=[CH:5][CH:6]=2)[CH:9]=[CH:10][CH:11]=[CH:12][CH:13]=1, predict the reactants needed to synthesize it. The reactants are: [C:1]1([PH:7][C:8]2[CH:13]=[CH:12][CH:11]=[CH:10][CH:9]=2)[CH:6]=[CH:5][CH:4]=[CH:3][CH:2]=1.C([Li])CCC.Cl.Cl[CH2:21][N:22]1[CH:26]=[CH:25][CH:24]=[N:23]1. (9) Given the product [F:1][C:2]1[CH:7]=[CH:6][CH:5]=[CH:4][C:3]=1[N:8]1[C:12]2[CH:13]=[CH:14][CH:15]=[CH:16][C:11]=2[N:10]([CH2:39][CH2:40][CH:41]([N:48]([CH3:56])[C:49](=[O:55])[O:50][C:51]([CH3:53])([CH3:52])[CH3:54])[C:42]2[CH:47]=[CH:46][CH:45]=[CH:44][CH:43]=2)[S:9]1(=[O:18])=[O:17], predict the reactants needed to synthesize it. The reactants are: [F:1][C:2]1[CH:7]=[CH:6][CH:5]=[CH:4][C:3]=1[N:8]1[C:12]2[CH:13]=[CH:14][CH:15]=[CH:16][C:11]=2[NH:10][S:9]1(=[O:18])=[O:17].C1(P(C2C=CC=CC=2)C2C=CC=CC=2)C=CC=CC=1.O[CH2:39][CH2:40][CH:41]([N:48]([CH3:56])[C:49](=[O:55])[O:50][C:51]([CH3:54])([CH3:53])[CH3:52])[C:42]1[CH:47]=[CH:46][CH:45]=[CH:44][CH:43]=1.CC(OC(/N=N/C(OC(C)C)=O)=O)C.